Task: Regression. Given a peptide amino acid sequence and an MHC pseudo amino acid sequence, predict their binding affinity value. This is MHC class I binding data.. Dataset: Peptide-MHC class I binding affinity with 185,985 pairs from IEDB/IMGT (1) The peptide sequence is TSNPKTPKY. The MHC is HLA-A30:02 with pseudo-sequence HLA-A30:02. The binding affinity (normalized) is 1.00. (2) The peptide sequence is FRRRKRMGFF. The MHC is Mamu-B17 with pseudo-sequence Mamu-B17. The binding affinity (normalized) is 0.110. (3) The peptide sequence is YTAVVPLVW. The MHC is HLA-A29:02 with pseudo-sequence HLA-A29:02. The binding affinity (normalized) is 0.130. (4) The peptide sequence is QILLMRTTW. The MHC is HLA-A32:01 with pseudo-sequence HLA-A32:01. The binding affinity (normalized) is 0.714. (5) The peptide sequence is VSEKYTDMY. The MHC is HLA-A26:01 with pseudo-sequence HLA-A26:01. The binding affinity (normalized) is 0.0847. (6) The peptide sequence is NLKYSVIVTV. The MHC is HLA-A02:03 with pseudo-sequence HLA-A02:03. The binding affinity (normalized) is 0.841. (7) The peptide sequence is GYGAGVAGAL. The binding affinity (normalized) is 0.0390. The MHC is Patr-A0701 with pseudo-sequence Patr-A0701.